Task: Binary Classification. Given a T-cell receptor sequence (or CDR3 region) and an epitope sequence, predict whether binding occurs between them.. Dataset: TCR-epitope binding with 47,182 pairs between 192 epitopes and 23,139 TCRs (1) The epitope is YEGNSPFHPL. The TCR CDR3 sequence is CASSLGTGWSAGYTF. Result: 0 (the TCR does not bind to the epitope). (2) Result: 0 (the TCR does not bind to the epitope). The epitope is GTSGSPIVNR. The TCR CDR3 sequence is CASSPTQGHSGNTIYF.